The task is: Predict the reactants needed to synthesize the given product.. This data is from Full USPTO retrosynthesis dataset with 1.9M reactions from patents (1976-2016). (1) The reactants are: [CH2:1]([O:3][C:4](=[O:29])[CH2:5][CH2:6][N:7]([C:14]([C:16]1[CH:28]=[CH:27][C:19]2[N:20]([CH3:26])[C:21]([CH:23](Cl)Cl)=[N:22][C:18]=2[CH:17]=1)=[O:15])[C:8]1[CH:13]=[CH:12][CH:11]=[CH:10][N:9]=1)[CH3:2].CS(C)=[O:32]. Given the product [CH2:1]([O:3][C:4](=[O:29])[CH2:5][CH2:6][N:7]([C:14]([C:16]1[CH:28]=[CH:27][C:19]2[N:20]([CH3:26])[C:21]([CH:23]=[O:32])=[N:22][C:18]=2[CH:17]=1)=[O:15])[C:8]1[CH:13]=[CH:12][CH:11]=[CH:10][N:9]=1)[CH3:2], predict the reactants needed to synthesize it. (2) Given the product [F:54][CH:53]([F:55])[O:52][C:49]1[CH:50]=[CH:51][C:46]([C:16]#[C:15][C:11]2[CH:12]=[CH:13][CH:14]=[C:9]([CH:7]3[CH2:6][CH:5]([CH2:4][CH2:3][O:2][CH3:1])[CH2:8]3)[CH:10]=2)=[CH:47][CH:48]=1, predict the reactants needed to synthesize it. The reactants are: [CH3:1][O:2][CH2:3][CH2:4][CH:5]1[CH2:8][CH:7]([C:9]2[CH:10]=[C:11]([C:15]#[C:16][Si](C(C)C)(C(C)C)C(C)C)[CH:12]=[CH:13][CH:14]=2)[CH2:6]1.[F-].C([N+](CCCC)(CCCC)CCCC)CCC.Br[C:46]1[CH:51]=[CH:50][C:49]([O:52][CH:53]([F:55])[F:54])=[CH:48][CH:47]=1.C(N(CC)CC)C. (3) Given the product [CH2:1]([N:8]1[CH2:15][CH2:14][C:11]([CH2:12][NH:20][CH2:19][C:18]([CH3:21])=[CH2:17])([OH:13])[CH2:10][CH2:9]1)[C:2]1[CH:7]=[CH:6][CH:5]=[CH:4][CH:3]=1, predict the reactants needed to synthesize it. The reactants are: [CH2:1]([N:8]1[CH2:15][CH2:14][C:11]2([O:13][CH2:12]2)[CH2:10][CH2:9]1)[C:2]1[CH:7]=[CH:6][CH:5]=[CH:4][CH:3]=1.Cl.[CH3:17][C:18](=[CH2:21])[CH2:19][NH2:20].CCN(C(C)C)C(C)C. (4) Given the product [F:9][C:10]1[CH:11]=[C:12]([NH:13][C:6]([C:2]2[NH:1][CH:5]=[CH:4][N:3]=2)=[O:8])[CH:14]=[C:15]([F:17])[CH:16]=1, predict the reactants needed to synthesize it. The reactants are: [NH:1]1[CH:5]=[CH:4][N:3]=[C:2]1[C:6]([OH:8])=O.[F:9][C:10]1[CH:11]=[C:12]([CH:14]=[C:15]([F:17])[CH:16]=1)[NH2:13].C1C=CC2N(O)N=NC=2C=1. (5) Given the product [CH3:1][CH2:2][CH2:3][CH2:4][CH2:5][CH2:6][CH2:7][CH2:8][CH2:9][CH3:10].[OH2:29], predict the reactants needed to synthesize it. The reactants are: [CH3:1][CH2:2][CH2:3][CH2:4][CH2:5][CH2:6][CH2:7][CH2:8][CH2:9][CH3:10].CCCCCCCC/C=C\CCCCCCCC[O:29]CCO. (6) The reactants are: [NH2:1][CH2:2][CH2:3][NH:4][CH2:5][CH2:6][NH2:7].I[CH2:9][CH2:10][O:11][CH2:12][CH2:13][O:14][CH:15](O)[CH3:16].C[OH:19]. Given the product [CH2:9]([OH:19])[CH2:10][O:11][CH2:12][CH2:13][O:14][CH2:15][CH2:16][NH:1][CH2:2][CH2:3][NH:4][CH2:5][CH2:6][NH2:7], predict the reactants needed to synthesize it. (7) Given the product [CH3:1][O:2][C:3]1[CH:4]=[CH:5][C:6]([C:11]([C:21]2[CH:22]=[CH:23][C:24]([Cl:93])=[CH:25][CH:26]=2)=[CH:12][C:13]([N:15]2[CH2:20][CH2:19][O:18][CH2:17][CH2:16]2)=[O:14])=[CH:7][C:8]=1[O:9][CH3:10], predict the reactants needed to synthesize it. The reactants are: [CH3:1][O:2][C:3]1[CH:4]=[CH:5][C:6](/[C:11](/[C:21]2[CH:22]=[CH:23][C:24](F)=[CH:25][CH:26]=2)=[CH:12]\[C:13]([N:15]2[CH2:20][CH2:19][O:18][CH2:17][CH2:16]2)=[O:14])=[CH:7][C:8]=1[O:9][CH3:10].C[C@@H](NC([C@@H](NC(O)=O)C(C)C)=O)C1SC2C=C(F)C=CC=2N=1.CC1C=CC(C(NC([C@H](NC(OC(C)C)=O)C(C)C)=O)C)=CC=1.CC([C@H](NC(OC(C)C)=O)C(NC(C1C=CC([Cl:93])=CC=1)CC(OC)=O)=O)C.